From a dataset of Forward reaction prediction with 1.9M reactions from USPTO patents (1976-2016). Predict the product of the given reaction. (1) Given the reactants [O-:1][C:2]1[CH:7]=[CH:6][CH:5]=[CH:4][CH:3]=1.[Na+].[C:9](=[O:13])([O-:12])[O:10]C.C(=O)(OCC)OC/C=C/C1C=CC=CC=1, predict the reaction product. The product is: [O-:1][C:2]1[CH:7]=[CH:6][CH:5]=[CH:4][CH:3]=1.[C:9](=[O:10])([O-:13])[O-:12]. (2) Given the reactants C[O:2][C:3]1[C:21]([C:22]([F:25])([F:24])[F:23])=[CH:20][C:6]([C:7]([N:9]2[C:13]3[CH:14]=[CH:15][CH:16]=[CH:17][C:12]=3[S:11](=[O:19])(=[O:18])[CH2:10]2)=[O:8])=[CH:5][C:4]=1[C:26]([N:28]1[CH2:32][CH2:31][S:30][CH2:29]1)=[O:27].[Cl-].[Li+].Cl, predict the reaction product. The product is: [OH:2][C:3]1[C:21]([C:22]([F:25])([F:24])[F:23])=[CH:20][C:6]([C:7]([N:9]2[C:13]3[CH:14]=[CH:15][CH:16]=[CH:17][C:12]=3[S:11](=[O:19])(=[O:18])[CH2:10]2)=[O:8])=[CH:5][C:4]=1[C:26]([N:28]1[CH2:32][CH2:31][S:30][CH2:29]1)=[O:27]. (3) Given the reactants C(N(CC)CC)C.Cl.[CH3:9][C:10](=[CH2:17])[C:11]([O:13][CH2:14][CH2:15][NH2:16])=[O:12].[F:18][C:19]([F:25])([F:24])[S:20](Cl)(=[O:22])=[O:21], predict the reaction product. The product is: [CH3:17][C:10](=[CH2:9])[C:11]([O:13][CH2:14][CH2:15][NH:16][S:20]([C:19]([F:25])([F:24])[F:18])(=[O:22])=[O:21])=[O:12].